Dataset: Full USPTO retrosynthesis dataset with 1.9M reactions from patents (1976-2016). Task: Predict the reactants needed to synthesize the given product. (1) Given the product [NH2:43][C:20]1[C:19]2[N:18]([C:17]([C:25]3[CH:26]=[C:27]([CH2:31][OH:32])[CH:28]=[CH:29][CH:30]=3)=[N:16][C:15]=2[C:11]2[CH:12]=[CH:13][CH:14]=[C:9]([O:8][CH2:1][C:2]3[CH:7]=[CH:6][CH:5]=[CH:4][CH:3]=3)[CH:10]=2)[CH:23]=[CH:22][N:21]=1, predict the reactants needed to synthesize it. The reactants are: [CH2:1]([O:8][C:9]1[CH:10]=[C:11]([C:15]2[N:16]=[C:17]([C:25]3[CH:26]=[C:27]([CH2:31][OH:32])[CH:28]=[CH:29][CH:30]=3)[N:18]3[CH:23]=[CH:22][N:21]=[C:20](Cl)[C:19]=23)[CH:12]=[CH:13][CH:14]=1)[C:2]1[CH:7]=[CH:6][CH:5]=[CH:4][CH:3]=1.COC(=O)C1C=CC=C(C2N3C=CN=C(Cl)C3=C(C3C=CC=C(OCC4C=CC=CC=4)C=3)[N:43]=2)C=1.[H-].[H-].[H-].[H-].[Li+].[Al+3]. (2) Given the product [CH2:6]([O:13][C:14]1[CH:15]=[C:16]([CH:20]=[CH:21][C:22]=1[O:23][CH3:24])[C:17]([N:3]([CH2:4][CH3:5])[CH2:1][CH3:2])=[O:18])[C:7]1[CH:12]=[CH:11][CH:10]=[CH:9][CH:8]=1, predict the reactants needed to synthesize it. The reactants are: [CH2:1]([NH:3][CH2:4][CH3:5])[CH3:2].[CH2:6]([O:13][C:14]1[CH:15]=[C:16]([CH:20]=[CH:21][C:22]=1[O:23][CH3:24])[C:17](Cl)=[O:18])[C:7]1[CH:12]=[CH:11][CH:10]=[CH:9][CH:8]=1. (3) The reactants are: [Cl:1][C:2]1[C:3]2[CH:10]=[CH:9][N:8]([CH:11]3[CH2:15][CH2:14][CH2:13][CH2:12]3)[C:4]=2[N:5]=[CH:6][N:7]=1.[I:16]Cl. Given the product [I:16][C:10]1[C:3]2[C:2]([Cl:1])=[N:7][CH:6]=[N:5][C:4]=2[N:8]([CH:11]2[CH2:15][CH2:14][CH2:13][CH2:12]2)[CH:9]=1, predict the reactants needed to synthesize it. (4) Given the product [CH:17]([C:16]1[CH:19]=[C:20]([CH3:24])[C:21]([CH3:23])=[CH:22][C:15]=1[O:14][CH2:2][C:3]([O:5][CH2:6][CH3:7])=[O:4])=[O:18], predict the reactants needed to synthesize it. The reactants are: Br[CH2:2][C:3]([O:5][CH2:6][CH3:7])=[O:4].C(=O)([O-])[O-].[K+].[K+].[OH:14][C:15]1[CH:22]=[C:21]([CH3:23])[C:20]([CH3:24])=[CH:19][C:16]=1[CH:17]=[O:18]. (5) Given the product [Cl:49][C:48]1[C:43]([NH:42][C:36]2[C:37]([F:41])=[CH:38][CH:39]=[CH:40][C:35]=2[C:34]([NH:33][CH2:32][CH:29]2[CH2:31][CH2:30]2)=[O:51])=[N:44][C:45]([NH:16][C:17]2[CH:18]=[CH:19][C:20]3[CH2:26][CH2:25][CH2:24][C:23](=[O:27])[NH:22][C:21]=3[CH:28]=2)=[N:46][CH:47]=1, predict the reactants needed to synthesize it. The reactants are: C12(CS(O)(=O)=O)C(C)(C)C(CC1)CC2=O.[NH2:16][C:17]1[CH:18]=[CH:19][C:20]2[CH2:26][CH2:25][CH2:24][C:23](=[O:27])[NH:22][C:21]=2[CH:28]=1.[CH:29]1([CH2:32][NH:33][C:34](=[O:51])[C:35]2[CH:40]=[CH:39][CH:38]=[C:37]([F:41])[C:36]=2[NH:42][C:43]2[C:48]([Cl:49])=[CH:47][N:46]=[C:45](Cl)[N:44]=2)[CH2:31][CH2:30]1.C(O)(C)C. (6) Given the product [I:21][C:15]1[N:16]=[C:17]([NH2:20])[C:18]2[N:19]=[C:2]([NH:26][CH2:22][CH2:23][CH2:24][CH3:25])[N:3]([C:13]=2[N:14]=1)[C@@H:4]1[O:12][C@H:9]([CH2:10][OH:11])[C@@H:7]([OH:8])[C@H:5]1[OH:6], predict the reactants needed to synthesize it. The reactants are: Br[C:2]1[N:3]([C:13]2[N:14]=[C:15]([I:21])[N:16]=[C:17]([NH2:20])[C:18]=2[N:19]=1)[C@@H:4]1[O:12][C@H:9]([CH2:10][OH:11])[C@@H:7]([OH:8])[C@H:5]1[OH:6].[CH2:22]([NH2:26])[CH2:23][CH2:24][CH3:25].O.CO. (7) Given the product [CH2:1]([CH:8]1[CH2:13][C:12]2([C:30]3[C:29](=[CH:28][CH:27]=[C:26]([Cl:25])[CH:31]=3)[N:32]=[CH:14]2)[CH2:11][CH2:10][N:9]1[C:17]([O:19][C:20]([CH3:23])([CH3:22])[CH3:21])=[O:18])[C:2]1[CH:7]=[CH:6][CH:5]=[CH:4][CH:3]=1, predict the reactants needed to synthesize it. The reactants are: [CH2:1]([CH:8]1[CH2:13][C:12](=[CH:14]OC)[CH2:11][CH2:10][N:9]1[C:17]([O:19][C:20]([CH3:23])([CH3:22])[CH3:21])=[O:18])[C:2]1[CH:7]=[CH:6][CH:5]=[CH:4][CH:3]=1.Cl.[Cl:25][C:26]1[CH:31]=[CH:30][C:29]([NH:32]N)=[CH:28][CH:27]=1.C(O)(C(F)(F)F)=O.C(N(CC)CC)C.CC(OC(OC(OC(C)(C)C)=O)=O)(C)C. (8) The reactants are: FC(F)(F)C(O)=O.C(OC([N:15]1[CH2:20][CH2:19][N:18]([CH2:21][C:22]2[CH:27]=[CH:26][C:25]([Cl:28])=[C:24]([Cl:29])[CH:23]=2)[CH2:17][CH2:16]1)=O)(C)(C)C.[OH-].[Na+]. Given the product [Cl:29][C:24]1[CH:23]=[C:22]([CH:27]=[CH:26][C:25]=1[Cl:28])[CH2:21][N:18]1[CH2:19][CH2:20][NH:15][CH2:16][CH2:17]1, predict the reactants needed to synthesize it.